From a dataset of Reaction yield outcomes from USPTO patents with 853,638 reactions. Predict the reaction yield, written as a fraction of the theoretical maximum amount of product (1.0 means a 100% yield; for example, 0.34 means a 34% yield). (1) The reactants are [F:1][C:2]1[CH:7]=[CH:6][CH:5]=[C:4]([F:8])[C:3]=1[N:9]1[C:14]2[N:15]=[C:16]([S:34][CH3:35])[N:17]=[C:18]([C:19]3[CH:20]=[C:21]([CH:30]=[CH:31][C:32]=3[CH3:33])[C:22]([NH:24][C:25]3[S:26][CH:27]=[CH:28][N:29]=3)=[O:23])[C:13]=2[CH:12]=[CH:11][C:10]1=[O:36].C1C=C(Cl)C=C(C(OO)=[O:45])C=1.CCOC(C)=O.CCCCCC. The catalyst is C(Cl)Cl. The product is [F:8][C:4]1[CH:5]=[CH:6][CH:7]=[C:2]([F:1])[C:3]=1[N:9]1[C:14]2[N:15]=[C:16]([S:34]([CH3:35])=[O:45])[N:17]=[C:18]([C:19]3[CH:20]=[C:21]([CH:30]=[CH:31][C:32]=3[CH3:33])[C:22]([NH:24][C:25]3[S:26][CH:27]=[CH:28][N:29]=3)=[O:23])[C:13]=2[CH:12]=[CH:11][C:10]1=[O:36]. The yield is 0.810. (2) The reactants are [F:1][C@@H:2]1[C@@H:8]([OH:9])[C@@H:7]([OH:10])[CH2:6][O:5][CH:3]1[OH:4].S(=O)(=O)(O)O. The catalyst is CO. The product is [F:1][C@@H:2]1[C@@H:8]([OH:9])[C@H:7]([CH2:6][OH:5])[O:10][CH:3]1[OH:4]. The yield is 0.800. (3) The reactants are Br[C:2]1[CH:3]=[C:4]2[C:10]([C:11]3[CH:16]=[CH:15][CH:14]=[CH:13][CH:12]=3)=[C:9]([C:17]3[CH:22]=[CH:21][C:20]([C:23]4([NH:27][C:28](=[O:34])[O:29][C:30]([CH3:33])([CH3:32])[CH3:31])[CH2:26][CH2:25][CH2:24]4)=[CH:19][CH:18]=3)[O:8][C:5]2=[N:6][CH:7]=1.[NH:35]1[CH2:40][CH2:39][O:38][CH2:37][CH2:36]1. The catalyst is C1(C)C=CC=CC=1.C([O-])(=O)C.[Pd+2].C([O-])(=O)C.C(N1CCN2CCN(C(C)C)P1N(C(C)C)CC2)(C)C. The product is [O:38]1[CH2:39][CH2:40][N:35]([C:2]2[CH:3]=[C:4]3[C:10]([C:11]4[CH:16]=[CH:15][CH:14]=[CH:13][CH:12]=4)=[C:9]([C:17]4[CH:22]=[CH:21][C:20]([C:23]5([NH:27][C:28](=[O:34])[O:29][C:30]([CH3:33])([CH3:32])[CH3:31])[CH2:26][CH2:25][CH2:24]5)=[CH:19][CH:18]=4)[O:8][C:5]3=[N:6][CH:7]=2)[CH2:36][CH2:37]1. The yield is 0.580.